From a dataset of NCI-60 drug combinations with 297,098 pairs across 59 cell lines. Regression. Given two drug SMILES strings and cell line genomic features, predict the synergy score measuring deviation from expected non-interaction effect. (1) Drug 1: COC1=NC(=NC2=C1N=CN2C3C(C(C(O3)CO)O)O)N. Drug 2: C1CCC(C(C1)N)N.C(=O)(C(=O)[O-])[O-].[Pt+4]. Cell line: HOP-62. Synergy scores: CSS=14.4, Synergy_ZIP=-8.11, Synergy_Bliss=1.01, Synergy_Loewe=-15.1, Synergy_HSA=1.62. (2) Drug 1: CS(=O)(=O)C1=CC(=C(C=C1)C(=O)NC2=CC(=C(C=C2)Cl)C3=CC=CC=N3)Cl. Synergy scores: CSS=7.74, Synergy_ZIP=-2.33, Synergy_Bliss=5.59, Synergy_Loewe=1.84, Synergy_HSA=4.40. Cell line: BT-549. Drug 2: CN1C2=C(C=C(C=C2)N(CCCl)CCCl)N=C1CCCC(=O)O.Cl. (3) Drug 1: CC(C1=C(C=CC(=C1Cl)F)Cl)OC2=C(N=CC(=C2)C3=CN(N=C3)C4CCNCC4)N. Drug 2: CC1C(C(CC(O1)OC2CC(CC3=C2C(=C4C(=C3O)C(=O)C5=C(C4=O)C(=CC=C5)OC)O)(C(=O)C)O)N)O.Cl. Cell line: HCT-15. Synergy scores: CSS=21.5, Synergy_ZIP=13.0, Synergy_Bliss=13.2, Synergy_Loewe=9.65, Synergy_HSA=12.0. (4) Drug 1: CN1CCC(CC1)COC2=C(C=C3C(=C2)N=CN=C3NC4=C(C=C(C=C4)Br)F)OC. Drug 2: CCCS(=O)(=O)NC1=C(C(=C(C=C1)F)C(=O)C2=CNC3=C2C=C(C=N3)C4=CC=C(C=C4)Cl)F. Cell line: SF-539. Synergy scores: CSS=9.42, Synergy_ZIP=-2.95, Synergy_Bliss=0.0399, Synergy_Loewe=-2.04, Synergy_HSA=0.444. (5) Drug 1: C1=NC2=C(N1)C(=S)N=C(N2)N. Drug 2: CCC1(C2=C(COC1=O)C(=O)N3CC4=CC5=C(C=CC(=C5CN(C)C)O)N=C4C3=C2)O.Cl. Cell line: HCT116. Synergy scores: CSS=58.1, Synergy_ZIP=-3.88, Synergy_Bliss=-4.00, Synergy_Loewe=-2.09, Synergy_HSA=0.931.